Dataset: Full USPTO retrosynthesis dataset with 1.9M reactions from patents (1976-2016). Task: Predict the reactants needed to synthesize the given product. (1) Given the product [Cl:28][C:27]1[C:21]2[N:20]=[C:19]([N:15]3[CH2:16][CH2:17][N:12]([C:3]4[C:2]([Cl:1])=[CH:7][C:6]([C:8]([F:9])([F:10])[F:11])=[CH:5][N:4]=4)[CH2:13][CH2:14]3)[NH:23][C:22]=2[CH:24]=[C:25]([C:29]([F:32])([F:31])[F:30])[CH:26]=1, predict the reactants needed to synthesize it. The reactants are: [Cl:1][C:2]1[C:3]([N:12]2[CH2:17][CH2:16][NH:15][CH2:14][CH2:13]2)=[N:4][CH:5]=[C:6]([C:8]([F:11])([F:10])[F:9])[CH:7]=1.Cl[C:19]1[NH:23][C:22]2[CH:24]=[C:25]([C:29]([F:32])([F:31])[F:30])[CH:26]=[C:27]([Cl:28])[C:21]=2[N:20]=1. (2) Given the product [Cl:1]/[C:2](/[C:12]([F:15])([F:14])[F:13])=[CH:3]\[C@@H:4]1[C@H:6]([C:7]([Cl:25])=[O:8])[C:5]1([CH3:11])[CH3:10], predict the reactants needed to synthesize it. The reactants are: [Cl:1]/[C:2](/[C:12]([F:15])([F:14])[F:13])=[CH:3]\[C@@H:4]1[C@H:6]([C:7](O)=[O:8])[C:5]1([CH3:11])[CH3:10].C(N(CC)CC)C.S(Cl)([Cl:25])=O.S(=O)=O.Cl. (3) Given the product [CH3:38][O:37][C:36]1[C:15]2[C:14]([N:11]3[CH2:10][CH2:9][NH:8][CH2:13][CH2:12]3)=[N:19][C:18]([C:20]3[CH:25]=[CH:24][N:23]=[C:22]([NH:26][C:27]4[CH:28]=[CH:29][CH:30]=[CH:31][CH:32]=4)[CH:21]=3)=[N:17][C:16]=2[CH:33]=[N:34][CH:35]=1, predict the reactants needed to synthesize it. The reactants are: C(OC([N:8]1[CH2:13][CH2:12][N:11]([C:14]2[C:15]3[C:36]([O:37][CH3:38])=[CH:35][N:34]=[CH:33][C:16]=3[N:17]=[C:18]([C:20]3[CH:25]=[CH:24][N:23]=[C:22]([NH:26][C:27]4[CH:32]=[CH:31][CH:30]=[CH:29][CH:28]=4)[CH:21]=3)[N:19]=2)[CH2:10][CH2:9]1)=O)(C)(C)C.C(O)(C(F)(F)F)=O.